Dataset: Full USPTO retrosynthesis dataset with 1.9M reactions from patents (1976-2016). Task: Predict the reactants needed to synthesize the given product. (1) Given the product [N+:17]([C:15]1[CH:14]=[CH:13][C:12]2[O:20][CH2:4][C:5](=[O:6])[NH:10][C:11]=2[CH:16]=1)([O-:19])=[O:18], predict the reactants needed to synthesize it. The reactants are: [F-].[K+].Br[CH2:4][C:5](OCC)=[O:6].[NH2:10][C:11]1[CH:16]=[C:15]([N+:17]([O-:19])=[O:18])[CH:14]=[CH:13][C:12]=1[OH:20]. (2) Given the product [CH:1]([C:4]1[C:8]([CH2:9][CH2:10][CH2:11][CH2:12][O:13][C:25]2[CH:29]=[C:28]([CH2:30][CH2:31][C:32]([OH:34])=[O:33])[N:27]([C:37]3[CH:42]=[CH:41][CH:40]=[CH:39][CH:38]=3)[N:26]=2)=[CH:7][N:6]([C:14]2[CH:19]=[CH:18][C:17]([C:20]([F:22])([F:21])[F:23])=[CH:16][N:15]=2)[N:5]=1)([CH3:3])[CH3:2], predict the reactants needed to synthesize it. The reactants are: [CH:1]([C:4]1[C:8]([CH2:9][CH2:10][CH2:11][CH2:12][OH:13])=[CH:7][N:6]([C:14]2[CH:19]=[CH:18][C:17]([C:20]([F:23])([F:22])[F:21])=[CH:16][N:15]=2)[N:5]=1)([CH3:3])[CH3:2].O[C:25]1[CH:29]=[C:28]([CH2:30][CH2:31][C:32]([O:34]CC)=[O:33])[N:27]([C:37]2[CH:42]=[CH:41][CH:40]=[CH:39][CH:38]=2)[N:26]=1.C(P(CCCC)CCCC)CCC.N(C(N1CCCCC1)=O)=NC(N1CCCCC1)=O. (3) Given the product [N:1]1[C:10]2[C:5](=[C:6]([O:11][C:12]3[CH:17]=[CH:16][N:15]=[C:14]([NH:18][C:27]4[S:28][C:20]5[C:25]([N:26]=4)=[CH:24][CH:23]=[CH:22][N:21]=5)[CH:13]=3)[CH:7]=[CH:8][CH:9]=2)[CH:4]=[CH:3][CH:2]=1, predict the reactants needed to synthesize it. The reactants are: [N:1]1[C:10]2[C:5](=[C:6]([O:11][C:12]3[CH:17]=[CH:16][N:15]=[C:14]([NH2:18])[CH:13]=3)[CH:7]=[CH:8][CH:9]=2)[CH:4]=[CH:3][CH:2]=1.Cl[C:20]1[C:25]([N:26]=[C:27]=[S:28])=[CH:24][CH:23]=[CH:22][N:21]=1. (4) Given the product [NH2:1][C:2]1[C:7]([CH:8]=[O:9])=[C:6]([N:18]2[CH2:23][CH2:22][O:21][CH2:20][CH2:19]2)[N:5]=[CH:4][CH:3]=1, predict the reactants needed to synthesize it. The reactants are: [NH2:1][C:2]1[C:7]([CH:8]=[O:9])=[C:6](Cl)[N:5]=[CH:4][CH:3]=1.C(N(CC)CC)C.[NH:18]1[CH2:23][CH2:22][O:21][CH2:20][CH2:19]1.O.